From a dataset of NCI-60 drug combinations with 297,098 pairs across 59 cell lines. Regression. Given two drug SMILES strings and cell line genomic features, predict the synergy score measuring deviation from expected non-interaction effect. (1) Drug 1: C1=CN(C(=O)N=C1N)C2C(C(C(O2)CO)O)O.Cl. Cell line: SF-539. Synergy scores: CSS=55.0, Synergy_ZIP=-6.45, Synergy_Bliss=-3.70, Synergy_Loewe=-3.57, Synergy_HSA=-1.65. Drug 2: C1CN1C2=NC(=NC(=N2)N3CC3)N4CC4. (2) Drug 1: CC(C)(C#N)C1=CC=C(C=C1)N2C3=C4C=C(C=CC4=NC=C3N(C2=O)C)C5=CC6=CC=CC=C6N=C5. Drug 2: C1CCC(C(C1)[NH-])[NH-].C(=O)(C(=O)[O-])[O-].[Pt+4]. Cell line: NCIH23. Synergy scores: CSS=64.1, Synergy_ZIP=-0.511, Synergy_Bliss=-2.03, Synergy_Loewe=0.737, Synergy_HSA=4.96. (3) Drug 1: C1CC(=O)NC(=O)C1N2CC3=C(C2=O)C=CC=C3N. Drug 2: C1CN(P(=O)(OC1)NCCCl)CCCl. Cell line: MDA-MB-231. Synergy scores: CSS=0.305, Synergy_ZIP=-1.62, Synergy_Bliss=-2.55, Synergy_Loewe=-1.84, Synergy_HSA=-1.45. (4) Drug 1: C1=CC(=CC=C1CCC2=CNC3=C2C(=O)NC(=N3)N)C(=O)NC(CCC(=O)O)C(=O)O. Drug 2: C1CCC(CC1)NC(=O)N(CCCl)N=O. Cell line: SF-268. Synergy scores: CSS=34.4, Synergy_ZIP=-7.32, Synergy_Bliss=0.384, Synergy_Loewe=-10.2, Synergy_HSA=2.86.